This data is from Full USPTO retrosynthesis dataset with 1.9M reactions from patents (1976-2016). The task is: Predict the reactants needed to synthesize the given product. (1) Given the product [CH3:1][C:2]1([CH3:16])[CH2:11][CH2:10][C:9]2[C:4](=[C:5]([C:12]([O:14][CH3:15])=[O:13])[CH:6]=[CH:7][CH:8]=2)[NH:3]1, predict the reactants needed to synthesize it. The reactants are: [CH3:1][C:2]1([CH3:16])[CH:11]=[CH:10][C:9]2[C:4](=[C:5]([C:12]([O:14][CH3:15])=[O:13])[CH:6]=[CH:7][CH:8]=2)[NH:3]1. (2) Given the product [NH2:1][S:2]([C:5]1[C:6]([Cl:25])=[CH:7][C:8]([NH:18][CH2:19][C:20]2[O:21][CH:22]=[CH:23][CH:24]=2)=[C:9]([CH:17]=1)[C:10]([O:12][CH2:13][CH2:14][CH2:15][O:16][C:26](=[O:32])[CH2:27][CH2:28][C:29]([OH:31])=[O:30])=[O:11])(=[O:3])=[O:4], predict the reactants needed to synthesize it. The reactants are: [NH2:1][S:2]([C:5]1[C:6]([Cl:25])=[CH:7][C:8]([NH:18][CH2:19][C:20]2[O:21][CH:22]=[CH:23][CH:24]=2)=[C:9]([CH:17]=1)[C:10]([O:12][CH2:13][CH2:14][CH2:15][OH:16])=[O:11])(=[O:4])=[O:3].[C:26]1(=[O:32])[O:31][C:29](=[O:30])[CH2:28][CH2:27]1.C1CN2C(=NCCC2)C1.C(#N)C. (3) Given the product [CH3:13][N:14]([CH3:16])/[CH:15]=[CH:2]/[C:1]([C:4]1[S:8][C:7]([N:9]=[CH:13][N:14]([CH3:16])[CH3:15])=[N:6][C:5]=1[CH3:10])=[O:3], predict the reactants needed to synthesize it. The reactants are: [C:1]([C:4]1[S:8][C:7]([NH2:9])=[N:6][C:5]=1[CH3:10])(=[O:3])[CH3:2].CO[CH:13](OC)[N:14]([CH3:16])[CH3:15]. (4) Given the product [C:1]([N:4]1[C:13]2[C:8](=[CH:9][C:10]([C:38]([O:27][CH2:23][CH2:24][CH2:25][CH3:26])=[O:37])=[CH:11][CH:12]=2)[C@H:7]([NH:15][C:16]([O:17][CH:18]([CH3:20])[CH3:19])=[O:21])[CH2:6][C@@H:5]1[CH3:22])(=[O:3])[CH3:2], predict the reactants needed to synthesize it. The reactants are: [C:1]([N:4]1[C:13]2[C:8](=[CH:9][C:10](Br)=[CH:11][CH:12]=2)[C@H:7]([NH:15][C:16](=[O:21])[O:17][CH:18]([CH3:20])[CH3:19])[CH2:6][C@@H:5]1[CH3:22])(=[O:3])[CH3:2].[CH2:23]([OH:27])[CH2:24][CH2:25][CH3:26].CCN(C(C)C)C(C)C.[O:37]1CCOC[CH2:38]1. (5) Given the product [CH3:26][O:27][CH2:28][CH2:29][N:30]1[CH2:35][CH2:34][N:33]([C:22]([C:19]2[CH:20]=[CH:21][C:9]3[C:8](=[O:25])[C:7]4[C:6]5[C:14](=[CH:15][C:3]([C:1]#[N:2])=[CH:4][CH:5]=5)[NH:13][C:12]=4[C:11]([CH3:17])([CH3:16])[C:10]=3[CH:18]=2)=[O:23])[CH2:32][CH2:31]1, predict the reactants needed to synthesize it. The reactants are: [C:1]([C:3]1[CH:15]=[C:14]2[C:6]([C:7]3[C:8](=[O:25])[C:9]4[CH:21]=[CH:20][C:19]([C:22](O)=[O:23])=[CH:18][C:10]=4[C:11]([CH3:17])([CH3:16])[C:12]=3[NH:13]2)=[CH:5][CH:4]=1)#[N:2].[CH3:26][O:27][CH2:28][CH2:29][N:30]1[CH2:35][CH2:34][NH:33][CH2:32][CH2:31]1. (6) Given the product [Mg+2:1].[Br-:2].[Br-:2].[P:4]([O:6][CH2:7][CH2:8][O:9][CH3:10])([O:16][CH2:17][CH2:18][O:19][CH3:20])([O:11][CH2:12][CH2:13][O:14][CH3:15])=[O:5], predict the reactants needed to synthesize it. The reactants are: [Mg+2:1].[Br-:2].[Br-].[P:4]([O:16][CH2:17][CH2:18][O:19][CH3:20])([O:11][CH2:12][CH2:13][O:14][CH3:15])([O:6][CH2:7][CH2:8][O:9][CH3:10])=[O:5]. (7) Given the product [Cl:1][C:2]1[C:3]2[N:4]([C:23]([CH2:24][CH:25]3[CH2:27][CH2:26]3)=[N:22][N:21]=2)[N:5]=[CH:6][C:7]=1[N:8]1[CH2:13][CH2:12][CH:11]([C:14]2[CH:19]=[CH:18][CH:17]=[CH:16][C:15]=2[CH3:20])[CH2:10][CH2:9]1, predict the reactants needed to synthesize it. The reactants are: [Cl:1][C:2]1[C:7]([N:8]2[CH2:13][CH2:12][CH:11]([C:14]3[CH:19]=[CH:18][CH:17]=[CH:16][C:15]=3[CH3:20])[CH2:10][CH2:9]2)=[CH:6][N:5]=[N:4][C:3]=1[NH:21][NH:22][C:23](=O)[CH2:24][CH:25]1[CH2:27][CH2:26]1.P(Cl)(Cl)(Cl)=O.